Dataset: Peptide-MHC class I binding affinity with 185,985 pairs from IEDB/IMGT. Task: Regression. Given a peptide amino acid sequence and an MHC pseudo amino acid sequence, predict their binding affinity value. This is MHC class I binding data. (1) The peptide sequence is KQRKPGGPW. The MHC is HLA-A03:01 with pseudo-sequence HLA-A03:01. The binding affinity (normalized) is 0.213. (2) The binding affinity (normalized) is 0.199. The MHC is HLA-B15:01 with pseudo-sequence HLA-B15:01. The peptide sequence is LLDAHIPQLVA.